Dataset: Catalyst prediction with 721,799 reactions and 888 catalyst types from USPTO. Task: Predict which catalyst facilitates the given reaction. (1) Reactant: [CH2:1]([N:4]1[CH2:9][CH2:8][O:7][C:6]2[CH:10]=[CH:11][C:12]([C:15]3[N:20]4[N:21]=[C:22]([C:24]5[CH:29]=[CH:28][CH:27]=[C:26](Br)[CH:25]=5)[CH:23]=[C:19]4[N:18]=[C:17]([CH3:31])[C:16]=3[C@H:32]([O:37][C:38]([CH3:41])([CH3:40])[CH3:39])[C:33]([O:35][CH3:36])=[O:34])=[C:13]([Cl:14])[C:5]1=2)[CH:2]=[CH2:3].CC1(C)C(C)(C)OB([C:50]2[CH:55]=[CH:54][CH:53]=[CH:52][C:51]=2[OH:56])O1.C([O-])([O-])=O.[K+].[K+]. Product: [CH2:1]([N:4]1[CH2:9][CH2:8][O:7][C:6]2[CH:10]=[CH:11][C:12]([C:15]3[N:20]4[N:21]=[C:22]([C:24]5[CH:25]=[C:26]([C:50]6[CH:55]=[CH:54][CH:53]=[CH:52][C:51]=6[OH:56])[CH:27]=[CH:28][CH:29]=5)[CH:23]=[C:19]4[N:18]=[C:17]([CH3:31])[C:16]=3[C@H:32]([O:37][C:38]([CH3:41])([CH3:40])[CH3:39])[C:33]([O:35][CH3:36])=[O:34])=[C:13]([Cl:14])[C:5]1=2)[CH:2]=[CH2:3]. The catalyst class is: 70. (2) Reactant: [C:1]1([C:7]2[NH:8][CH:9]=[CH:10][C:11]=2[C:12]([OH:14])=O)[CH:6]=[CH:5][CH:4]=[CH:3][CH:2]=1.Cl.Cl.[C:17]([C:19]1[CH:20]=[C:21]([N:25]2[CH2:30][CH2:29][NH:28][CH2:27][CH2:26]2)[CH:22]=[CH:23][CH:24]=1)#[N:18].Cl.CN(C)CCCN=C=NCC.O.ON1C2C=CC=CC=2N=N1. Product: [C:1]1([C:7]2[NH:8][CH:9]=[CH:10][C:11]=2[C:12]([N:28]2[CH2:27][CH2:26][N:25]([C:21]3[CH:20]=[C:19]([CH:24]=[CH:23][CH:22]=3)[C:17]#[N:18])[CH2:30][CH2:29]2)=[O:14])[CH:2]=[CH:3][CH:4]=[CH:5][CH:6]=1. The catalyst class is: 236. (3) Reactant: Br.Br[CH2:3][C:4]([C:6]1[CH:11]=[CH:10][N:9]=[CH:8][CH:7]=1)=O.[CH3:12][C:13]1[CH:14]=[C:15]([NH:20][C:21]([NH2:23])=[S:22])[CH:16]=[CH:17][C:18]=1[CH3:19].N. Product: [CH3:12][C:13]1[CH:14]=[C:15]([NH:20][C:21]2[S:22][CH:3]=[C:4]([C:6]3[CH:11]=[CH:10][N:9]=[CH:8][CH:7]=3)[N:23]=2)[CH:16]=[CH:17][C:18]=1[CH3:19]. The catalyst class is: 88. (4) Reactant: [CH2:1]([S:5]([C:8]1[CH:17]=[CH:16][C:11]([C:12]([O:14]C)=[O:13])=[CH:10][CH:9]=1)(=[O:7])=[O:6])[CH:2]([CH3:4])[CH3:3].[OH-].[Na+]. Product: [CH2:1]([S:5]([C:8]1[CH:17]=[CH:16][C:11]([C:12]([OH:14])=[O:13])=[CH:10][CH:9]=1)(=[O:7])=[O:6])[CH:2]([CH3:4])[CH3:3]. The catalyst class is: 12. (5) Reactant: Cl[C:2]1[N:7]=[C:6]([C:8]2[CH:13]=[CH:12][CH:11]=[CH:10][CH:9]=2)[N:5]=[C:4]([C:14]([NH:16][C:17]2[CH:22]=[CH:21][CH:20]=[CH:19][C:18]=2[C:23]2[S:27][C:26]([C:28](OCC)=[O:29])=[N:25][N:24]=2)=[O:15])[CH:3]=1.[CH3:33][N:34]([CH3:38])[CH2:35][CH2:36][NH2:37].O. Product: [CH3:33][N:34]([CH3:38])[CH2:35][CH2:36][NH:37][C:28]([C:26]1[S:27][C:23]([C:18]2[CH:19]=[CH:20][CH:21]=[CH:22][C:17]=2[NH:16][C:14]([C:4]2[CH:3]=[C:2]([NH:37][CH2:36][CH2:35][N:34]([CH3:38])[CH3:33])[N:7]=[C:6]([C:8]3[CH:9]=[CH:10][CH:11]=[CH:12][CH:13]=3)[N:5]=2)=[O:15])=[N:24][N:25]=1)=[O:29]. The catalyst class is: 7. (6) Reactant: [Br:1][C:2]1[CH:3]=[C:4]2[C:10]([I:11])=[N:9][NH:8][C:5]2=[N:6][CH:7]=1.[H-].[Na+].ClCCC(C)(C)C(O)=O.Cl[CH2:24][O:25][C:26](=[O:31])[C:27]([CH3:30])([CH3:29])[CH3:28]. Product: [Br:1][C:2]1[CH:3]=[C:4]2[C:10]([I:11])=[N:9][N:8]([CH2:24][O:25][C:26](=[O:31])[C:27]([CH3:30])([CH3:29])[CH3:28])[C:5]2=[N:6][CH:7]=1. The catalyst class is: 3. (7) Reactant: CO[CH2:3][N:4]([CH2:10][C:11]1[CH:16]=[CH:15][CH:14]=[CH:13][CH:12]=1)[CH2:5][Si](C)(C)C.FC(F)(F)C(O)=O.[CH2:24]([O:26][C:27](=[O:32])[C:28]([CH2:30][F:31])=[CH2:29])[CH3:25]. Product: [CH2:24]([O:26][C:27]([C:28]1([CH2:30][F:31])[CH2:29][CH2:3][N:4]([CH2:10][C:11]2[CH:12]=[CH:13][CH:14]=[CH:15][CH:16]=2)[CH2:5]1)=[O:32])[CH3:25]. The catalyst class is: 4. (8) Reactant: Br[C:2]1[CH:3]=[C:4]([CH:7]=[CH:8][C:9]=1[O:10][C:11]1[CH:12]=[N:13][C:14]([O:18][CH:19]([CH3:21])[CH3:20])=[C:15]([Cl:17])[CH:16]=1)[C:5]#[N:6].[CH3:22][O:23][C:24]1[C:29](B(O)O)=[CH:28][CH:27]=[CH:26][N:25]=1.C(=O)([O-])[O-].[Na+].[Na+]. Product: [Cl:17][C:15]1[CH:16]=[C:11]([O:10][C:9]2[CH:8]=[CH:7][C:4]([C:5]#[N:6])=[CH:3][C:2]=2[C:29]2[C:24]([O:23][CH3:22])=[N:25][CH:26]=[CH:27][CH:28]=2)[CH:12]=[N:13][C:14]=1[O:18][CH:19]([CH3:21])[CH3:20]. The catalyst class is: 77. (9) Reactant: Br[CH2:2][C:3]([C:5]1[CH:6]=[C:7]([CH:11]=[CH:12][CH:13]=1)[C:8]([OH:10])=[O:9])=O.[NH2:14][C:15]([NH2:17])=[S:16]. Product: [NH2:17][C:15]1[S:16][CH:2]=[C:3]([C:5]2[CH:6]=[C:7]([CH:11]=[CH:12][CH:13]=2)[C:8]([OH:10])=[O:9])[N:14]=1. The catalyst class is: 88. (10) Reactant: [Cl:1][C:2]1[CH:7]=[CH:6][C:5]([C:8]2[N:12]([CH2:13][C:14]([O:16]CC)=[O:15])[C:11](=[O:19])[N:10]([CH2:20][C:21]([NH:23][C:24]([CH3:36])([C:26]3[CH:31]=[CH:30][CH:29]=[C:28]([C:32]([F:35])([F:34])[F:33])[CH:27]=3)[CH3:25])=[O:22])[N:9]=2)=[CH:4][CH:3]=1.[OH-].[Li+]. Product: [Cl:1][C:2]1[CH:7]=[CH:6][C:5]([C:8]2[N:12]([CH2:13][C:14]([OH:16])=[O:15])[C:11](=[O:19])[N:10]([CH2:20][C:21]([NH:23][C:24]([CH3:36])([C:26]3[CH:31]=[CH:30][CH:29]=[C:28]([C:32]([F:33])([F:34])[F:35])[CH:27]=3)[CH3:25])=[O:22])[N:9]=2)=[CH:4][CH:3]=1. The catalyst class is: 5.